From a dataset of Reaction yield outcomes from USPTO patents with 853,638 reactions. Predict the reaction yield, written as a fraction of the theoretical maximum amount of product (1.0 means a 100% yield; for example, 0.34 means a 34% yield). The reactants are [CH3:1][CH2:2][O:3][C:4]([CH:6](P(OCC)(OCC)=O)[F:7])=[O:5].C([Mg]Cl)(C)C.[CH2:21]([CH:23]([O:26][Si:27]([C:40]([CH3:43])([CH3:42])[CH3:41])([C:34]1[CH:39]=[CH:38][CH:37]=[CH:36][CH:35]=1)[C:28]1[CH:33]=[CH:32][CH:31]=[CH:30][CH:29]=1)C=O)C. The catalyst is C1COCC1. The product is [Si:27]([O:26][CH2:23]/[CH:21]=[C:6](/[F:7])\[C:4]([O:3][CH2:2][CH3:1])=[O:5])([C:40]([CH3:41])([CH3:42])[CH3:43])([C:34]1[CH:35]=[CH:36][CH:37]=[CH:38][CH:39]=1)[C:28]1[CH:33]=[CH:32][CH:31]=[CH:30][CH:29]=1. The yield is 0.580.